From a dataset of Experimentally validated miRNA-target interactions with 360,000+ pairs, plus equal number of negative samples. Binary Classification. Given a miRNA mature sequence and a target amino acid sequence, predict their likelihood of interaction. (1) The miRNA is hsa-miR-3137 with sequence UCUGUAGCCUGGGAGCAAUGGGGU. The protein sequence of the target gene is MEGESVKLSSQTLIQAGDDEKNQRTITVNPAHMGKAFKVMNELRSKQLLCDVMIVAEDVEIEAHRVVLAACSPYFCAMFTGDMSESKAKKIEIKDVDGQTLSKLIDYIYTAEIEVTEENVQVLLPAASLLQLMDVRQNCCDFLQSQLHPTNCLGIRAFADVHTCTDLLQQANAYAEQHFPEVMLGEEFLSLSLDQVCSLISSDKLTVSSEEKVFEAVISWINYEKETRLEHMAKLMEHVRLPLLPRDYLVQTVEEEALIKNNNTCKDFLIEAMKYHLLPLDQRLLIKNPRTKPRTPVSLP.... Result: 0 (no interaction). (2) The miRNA is mmu-miR-1190 with sequence UCAGCUGAGGUUCCCCUCUGUC. The protein sequence of the target gene is MCAEVGPALCRGMERNSLGCCEAPKKLSLSFSIEAILKRPARRSDMDRPEGPGEEGPGEAAASGSGLEKPPKDQPQEGRKSKRRVRTTFTTEQLHELEKIFHFTHYPDVHIRSQLAARINLPEARVQIWFQNQRAKWRKQEKIGNLGAPQQLSEASVALPTNLDVAGPTWTSTALRRLAPPTSCCPSAQDQLASAWFPAWITLLPAHPWETQPVPGLPIHQTCIPVLCILPPPHPKWGSICATST. Result: 0 (no interaction). (3) The miRNA is mmu-miR-669o-5p with sequence UAGUUGUGUGUGCAUGUUUAUGU. The protein sequence of the target gene is MNSDSSSVSSRASSPDMDEMYLRDHHHRHHHHHQESRLNSVSSTQGDMVQKMPGESLSRAGAKAAGESSKYKIKKQLSEQDLQQLRLKINGRERKRMHDLNLAMDGLREVMPYAHGPSVRKLSKIATLLLARNYILMLTSSLEEMKRLVGEIYGGHHSAFHCGTVGHSAGHPAHAANAVHPVHPILGGALSSGNASSPLSATSLPTIGTIRPPHSLLKAPSTPPALQLGSGFQHWAGLPCPCTICQMPPPPHLSALSTANMARLSAESKDLLK. Result: 0 (no interaction). (4) The miRNA is hsa-miR-1226-3p with sequence UCACCAGCCCUGUGUUCCCUAG. The protein sequence of the target gene is MSSSGLNSEKVAALIQKLNSDPQFVLAQNVGTTHDLLDICLKRATVQRAQHVFQHAVPQEGKPITNQKSSGRCWIFSCLNVMRLPFMKKLNIEEFEFSQSYLFFWDKVERCYFFLSAFVDTAQRKEPEDGRLVQFLLMNPANDGGQWDMLVNIVEKYGVIPKKCFPESYTTEATRRMNDILNHKMREFCIRLRNLVHSGATKGEISATQDVMMEEIFRVVCICLGNPPETFTWEYRDKDKNYQKIGPITPLEFYREHVKPLFNMEDKICLVNDPRPQHKYNKLYTVEYLSNMVGGRKTLY.... Result: 1 (interaction). (5) The miRNA is hsa-miR-4782-3p with sequence UGAUUGUCUUCAUAUCUAGAAC. The protein sequence of the target gene is MKARRNKKQIPSFRKLIKTSKVKLENKLKNKQFKQQSTLKKYRKEQRKLRQAVKDAVSKKPIPLENPKEKRPGKRIEREEEEEEEALPLDMMDEDDLQLMKDLGQRVSFLTRDLSSSEPVHAKKRKHERIIDKYEKIPRTLQTAPEKELIHLLPIKDKSGIIPQTREKPVTDSNKDEEDQEEERELEEEIIEDPIQELTIEEHLIERKKKLQEKKMHIAALASAILSDPENNIKKLKELRSMLMEQDPDVAVTVRKLVIVSLMELFKDITPSYKIRPLTEAEKSTKTRKETQKLREFEEG.... Result: 0 (no interaction). (6) The miRNA is hsa-miR-548h-5p with sequence AAAAGUAAUCGCGGUUUUUGUC. The protein sequence of the target gene is MAAPSPSGGGGSGGGSGSGTPGPVGSPAPGHPAVSSMQGKRKALKLNFANPPFKSTARFTLNPNPTGVQNPHIERLRTHSIESSGKLKISPEQHWDFTAEDLKDLGEIGRGAYGSVNKMVHKPSGQIMAVKRIRSTVDEKEQKQLLMDLDVVMRSSDCPYIVQFYGALFREGDCWICMELMSTSFDKFYKYVYSVLDDVIPEEILGKITLATVKALNHLKENLKIIHRDIKPSNILLDRSGNIKLCDFGISGQLVDSIAKTRDAGCRPYMAPERIDPSASRQGYDVRSDVWSLGITLYEL.... Result: 1 (interaction).